From a dataset of Full USPTO retrosynthesis dataset with 1.9M reactions from patents (1976-2016). Predict the reactants needed to synthesize the given product. (1) Given the product [F:7][C:2]([P:8]([C:12]([F:17])([F:18])[C:13]([F:16])([F:15])[F:14])(=[O:9])[O-:11])([F:1])[C:3]([F:6])([F:5])[F:4].[CH2:19]([N+:23]1([CH3:2])[CH2:27][CH2:26][CH2:25][CH2:24]1)[CH2:20][CH2:21][CH3:22], predict the reactants needed to synthesize it. The reactants are: [F:1][C:2]([P:8]([C:12]([F:18])([F:17])[C:13]([F:16])([F:15])[F:14])(=[O:11])[O:9]C)([F:7])[C:3]([F:6])([F:5])[F:4].[CH2:19]([N:23]1[CH2:27][CH2:26][CH2:25][CH2:24]1)[CH2:20][CH2:21][CH3:22]. (2) The reactants are: [Cl:1][C:2]1[CH:11]=[CH:10][C:9]2[NH:8]C(=O)[N:6]3[N:13]=[C:14]([C:16]4[CH:21]=[CH:20][CH:19]=[CH:18][CH:17]=4)[N:15]=[C:5]3[C:4]=2[CH:3]=1.BrC1C=CC2NC(=O)N3N=CN=C3C=2C=1. Given the product [Cl:1][C:2]1[CH:11]=[CH:10][C:9]([NH2:8])=[C:4]([C:5]2[NH:6][N:13]=[C:14]([C:16]3[CH:21]=[CH:20][CH:19]=[CH:18][CH:17]=3)[N:15]=2)[CH:3]=1, predict the reactants needed to synthesize it.